From a dataset of Catalyst prediction with 721,799 reactions and 888 catalyst types from USPTO. Predict which catalyst facilitates the given reaction. (1) Reactant: C(OC(C(F)(F)F)=O)(C(F)(F)F)=[O:2].[Br:14][C:15]1[CH:27]=[CH:26][C:25]2[C:24]3[C:19](=[CH:20][C:21]([Br:28])=[CH:22][CH:23]=3)[C:18](=[O:29])[C:17]=2[CH:16]=1.OO.NC(N)=O. Product: [Br:28][C:21]1[CH:20]=[C:19]2[C:24]([C:25]3[CH:26]=[CH:27][C:15]([Br:14])=[CH:16][C:17]=3[C:18](=[O:29])[O:2]2)=[CH:23][CH:22]=1. The catalyst class is: 4. (2) Reactant: Cl[CH2:2][C:3]1[C:4]([C:14]2[CH:19]=[C:18]([CH:20]([CH3:22])[CH3:21])[CH:17]=[CH:16][C:15]=2[O:23][CH3:24])=[N:5][C:6]2[C:11]([CH:12]=1)=[CH:10][CH:9]=[CH:8][C:7]=2[CH3:13].CN(C)C=O.[K].[C:31]1(=[O:41])[NH:35][C:34](=[O:36])[C:33]2=[CH:37][CH:38]=[CH:39][CH:40]=[C:32]12.C(=O)([O-])[O-].[K+].[K+]. Product: [CH:20]([C:18]1[CH:17]=[CH:16][C:15]([O:23][CH3:24])=[C:14]([C:4]2[C:3]([CH2:2][N:35]3[C:31](=[O:41])[C:32]4[C:33](=[CH:37][CH:38]=[CH:39][CH:40]=4)[C:34]3=[O:36])=[CH:12][C:11]3[C:6](=[C:7]([CH3:13])[CH:8]=[CH:9][CH:10]=3)[N:5]=2)[CH:19]=1)([CH3:22])[CH3:21]. The catalyst class is: 170. (3) Reactant: C[O:2][C:3](=[O:30])[C:4]([CH3:29])([S:6][C:7]1[S:8][CH:9]=[C:10]([CH2:12][CH2:13][O:14][C:15]2[CH:20]=[CH:19][C:18]([C:21]#[C:22][C:23]3[CH:28]=[CH:27][CH:26]=[CH:25][CH:24]=3)=[CH:17][CH:16]=2)[N:11]=1)[CH3:5].[OH-].[Na+]. Product: [CH3:29][C:4]([S:6][C:7]1[S:8][CH:9]=[C:10]([CH2:12][CH2:13][O:14][C:15]2[CH:16]=[CH:17][C:18]([C:21]#[C:22][C:23]3[CH:28]=[CH:27][CH:26]=[CH:25][CH:24]=3)=[CH:19][CH:20]=2)[N:11]=1)([CH3:5])[C:3]([OH:30])=[O:2]. The catalyst class is: 111. (4) Reactant: [CH3:1][O:2][C:3]1[CH:8]=[C:7]([CH3:9])[C:6]([S:10]([N:13]([CH2:15][C:16]2[O:20][CH:19]=[C:18]([C:21](O)=[O:22])[CH:17]=2)[CH3:14])(=[O:12])=[O:11])=[C:5]([CH3:24])[CH:4]=1.C1N=CN(C(N2C=NC=C2)=O)C=1.[NH:37]1[CH2:41][CH2:40][N:39]=[C:38]1[C:42]1[CH:47]=[CH:46][C:45]([CH2:48][NH2:49])=[CH:44][CH:43]=1. Product: [NH:39]1[CH2:40][CH2:41][N:37]=[C:38]1[C:42]1[CH:43]=[CH:44][C:45]([CH2:48][NH:49][C:21]([C:18]2[CH:17]=[C:16]([CH2:15][N:13]([S:10]([C:6]3[C:7]([CH3:9])=[CH:8][C:3]([O:2][CH3:1])=[CH:4][C:5]=3[CH3:24])(=[O:11])=[O:12])[CH3:14])[O:20][CH:19]=2)=[O:22])=[CH:46][CH:47]=1. The catalyst class is: 26. (5) Reactant: [NH2:1][C:2]1[N:6]([CH3:7])[C:5](=[O:8])[C:4]([C:15]2[CH:16]=[C:17]([C:22]3[CH:27]=[CH:26][CH:25]=[C:24]([O:28][CH3:29])[CH:23]=3)[C:18]([OH:21])=[CH:19][CH:20]=2)([C:9]2[CH:14]=[CH:13][CH:12]=[CH:11][CH:10]=2)[N:3]=1.C1C=CC(N([S:37]([C:40]([F:43])([F:42])[F:41])(=[O:39])=[O:38])[S:37]([C:40]([F:43])([F:42])[F:41])(=[O:39])=[O:38])=CC=1.C(=O)([O-])[O-].[K+].[K+].O1CCCC1. Product: [F:41][C:40]([F:43])([F:42])[S:37]([O:21][C:18]1[CH:19]=[CH:20][C:15]([C:4]2([C:9]3[CH:10]=[CH:11][CH:12]=[CH:13][CH:14]=3)[C:5](=[O:8])[N:6]([CH3:7])[C:2]([NH2:1])=[N:3]2)=[CH:16][C:17]=1[C:22]1[CH:27]=[CH:26][CH:25]=[C:24]([O:28][CH3:29])[CH:23]=1)(=[O:39])=[O:38]. The catalyst class is: 4.